Dataset: Forward reaction prediction with 1.9M reactions from USPTO patents (1976-2016). Task: Predict the product of the given reaction. (1) Given the reactants [CH:1]([C@H:4]1[CH2:8][O:7][C:6](=[O:9])[N:5]1[C:10]1[CH:15]=[CH:14][N:13]=[C:12]([NH:16][CH:17]([C:19]2[CH:24]=[CH:23][C:22]([N:25]3[CH2:30][CH2:29][CH2:28][CH2:27][CH2:26]3)=[CH:21][CH:20]=2)[CH3:18])[N:11]=1)([CH3:3])[CH3:2].CO.N(CC)CC, predict the reaction product. The product is: [CH:1]([C@H:4]1[CH2:8][O:7][C:6](=[O:9])[N:5]1[C:10]1[CH:15]=[CH:14][N:13]=[C:12]([NH:16][C@@H:17]([C:19]2[CH:20]=[CH:21][C:22]([N:25]3[CH2:30][CH2:29][CH2:28][CH2:27][CH2:26]3)=[CH:23][CH:24]=2)[CH3:18])[N:11]=1)([CH3:2])[CH3:3].[CH:1]([C@H:4]1[CH2:8][O:7][C:6](=[O:9])[N:5]1[C:10]1[CH:15]=[CH:14][N:13]=[C:12]([NH:16][C@H:17]([C:19]2[CH:20]=[CH:21][C:22]([N:25]3[CH2:30][CH2:29][CH2:28][CH2:27][CH2:26]3)=[CH:23][CH:24]=2)[CH3:18])[N:11]=1)([CH3:2])[CH3:3]. (2) Given the reactants [C:1]([O:5][C:6]([NH:8][C@@H:9]([CH2:13][CH2:14][C:15]1[N:16]=[N:17][NH:18][N:19]=1)[C:10]([OH:12])=O)=[O:7])([CH3:4])([CH3:3])[CH3:2].CN(C(ON1N=NC2C=CC=NC1=2)=[N+](C)C)C.F[P-](F)(F)(F)(F)F.CCN(C(C)C)C(C)C.[CH2:53]([O:55][C:56]([N:58]1[CH2:63][CH2:62][NH:61][CH2:60][CH2:59]1)=[O:57])[CH3:54], predict the reaction product. The product is: [CH2:53]([O:55][C:56]([N:58]1[CH2:59][CH2:60][N:61]([C:10](=[O:12])[C@@H:9]([NH:8][C:6]([O:5][C:1]([CH3:2])([CH3:3])[CH3:4])=[O:7])[CH2:13][CH2:14][C:15]2[N:16]=[N:17][NH:18][N:19]=2)[CH2:62][CH2:63]1)=[O:57])[CH3:54]. (3) Given the reactants C([BH3-])#N.[Na+].S(O)(O)(=O)=O.[N+:10]([C:13]1[CH:14]=[C:15]2[C:19](=[CH:20][CH:21]=1)[CH2:18][CH:17]([NH2:22])[CH2:16]2)([O-:12])=[O:11].[O:23]([CH2:31][CH:32]=O)[Si:24]([C:27]([CH3:30])([CH3:29])[CH3:28])([CH3:26])[CH3:25].C(=O)(O)[O-].[Na+], predict the reaction product. The product is: [Si:24]([O:23][CH2:31][CH2:32][NH:22][CH:17]1[CH2:16][C:15]2[C:19](=[CH:20][CH:21]=[C:13]([N+:10]([O-:12])=[O:11])[CH:14]=2)[CH2:18]1)([C:27]([CH3:30])([CH3:29])[CH3:28])([CH3:26])[CH3:25]. (4) The product is: [CH3:34][NH:1][C:2]1[CH:3]=[C:4]([C:8]2[C:17]3[C:12](=[C:13]([C:18]([F:21])([F:19])[F:20])[CH:14]=[CH:15][CH:16]=3)[N:11]=[CH:10][C:9]=2[C:22]([C:24]2[CH:25]=[CH:26][CH:27]=[CH:28][CH:29]=2)=[O:23])[CH:5]=[CH:6][CH:7]=1. Given the reactants [NH2:1][C:2]1[CH:3]=[C:4]([C:8]2[C:17]3[C:12](=[C:13]([C:18]([F:21])([F:20])[F:19])[CH:14]=[CH:15][CH:16]=3)[N:11]=[CH:10][C:9]=2[C:22]([C:24]2[CH:29]=[CH:28][CH:27]=[CH:26][CH:25]=2)=[O:23])[CH:5]=[CH:6][CH:7]=1.S(OC)(O[CH3:34])(=O)=O, predict the reaction product. (5) Given the reactants [C:1]([O:5][C:6]([CH2:8][O:9][C:10]1[CH:15]=[CH:14][C:13]([CH2:16][CH2:17][C:18]([OH:20])=O)=[CH:12][C:11]=1[Cl:21])=[O:7])([CH3:4])([CH3:3])[CH3:2].CN(C(ON1N=NC2C=CC=NC1=2)=[N+](C)C)C.F[P-](F)(F)(F)(F)F.CN1CCOCC1.C(OC(=O)COC1C=CC(CCC([N:71]2[CH2:92][CH2:91][C:74]3([NH:78]/[C:77](=[N:79]/[C:80]([C:82]4[C:87]([NH2:88])=[N:86][C:85]([NH2:89])=[C:84]([Cl:90])[N:83]=4)=[O:81])/[NH:76][CH2:75]3)[CH2:73][CH2:72]2)=O)=CC=1)(C)(C)C, predict the reaction product. The product is: [C:1]([O:5][C:6](=[O:7])[CH2:8][O:9][C:10]1[CH:15]=[CH:14][C:13]([CH2:16][CH2:17][C:18]([N:71]2[CH2:92][CH2:91][C:74]3([NH:78]/[C:77](=[N:79]/[C:80]([C:82]4[C:87]([NH2:88])=[N:86][C:85]([NH2:89])=[C:84]([Cl:90])[N:83]=4)=[O:81])/[NH:76][CH2:75]3)[CH2:73][CH2:72]2)=[O:20])=[CH:12][C:11]=1[Cl:21])([CH3:2])([CH3:3])[CH3:4]. (6) Given the reactants [OH-].[Ca+2].[OH-].[NH2:4][C@H:5]([C:9]([OH:11])=[O:10])[C@@H:6]([CH3:8])[OH:7].N[C@H]([C:16]([OH:18])=[O:17])CO.[NH2:19][C@H:20]([C:25]([OH:27])=[O:26])[CH2:21][C:22]([OH:24])=[O:23], predict the reaction product. The product is: [NH2:4][C@H:5]([C:9]([OH:11])=[O:10])[CH2:6][CH2:8][C:16](=[O:17])[OH:18].[NH2:4][C@H:5]([C:9]([OH:11])=[O:10])[C@@H:6]([CH3:8])[OH:7].[NH2:19][C@H:20]([C:25]([OH:27])=[O:26])[CH2:21][C:22](=[O:23])[OH:24].